This data is from Forward reaction prediction with 1.9M reactions from USPTO patents (1976-2016). The task is: Predict the product of the given reaction. (1) Given the reactants [H-].[Na+].[Br:3][C:4]1[N:9]=[C:8]([C:10](OCC)=[O:11])[C:7]([N:15]([CH3:20])[S:16]([CH3:19])(=[O:18])=[O:17])=[CH:6][CH:5]=1, predict the reaction product. The product is: [Br:3][C:4]1[CH:5]=[CH:6][C:7]2[N:15]([CH3:20])[S:16](=[O:18])(=[O:17])[CH2:19][C:10](=[O:11])[C:8]=2[N:9]=1. (2) Given the reactants [CH2:1]([C@@:3]12[C@@:14]([CH2:16][CH2:17][C:18]3[C:23]([CH2:24][C:25]([OH:27])=O)=[C:22]([F:28])[CH:21]=[CH:20][N:19]=3)([OH:15])[CH2:13][CH2:12][C:11]1=[CH:10][C:9]1[N:8]([C:29]3[CH:34]=[CH:33][C:32]([F:35])=[CH:31][CH:30]=3)[N:7]=[CH:6][C:5]=1[CH2:4]2)[CH3:2].N.C[N:38]1CCOCC1.CN(C(ON1N=NC2C=CC=NC1=2)=[N+](C)C)C.F[P-](F)(F)(F)(F)F, predict the reaction product. The product is: [CH2:1]([C@@:3]12[C@@:14]([CH2:16][CH2:17][C:18]3[C:23]([CH2:24][C:25]([NH2:38])=[O:27])=[C:22]([F:28])[CH:21]=[CH:20][N:19]=3)([OH:15])[CH2:13][CH2:12][C:11]1=[CH:10][C:9]1[N:8]([C:29]3[CH:34]=[CH:33][C:32]([F:35])=[CH:31][CH:30]=3)[N:7]=[CH:6][C:5]=1[CH2:4]2)[CH3:2]. (3) Given the reactants [C:1]([O:5][C:6](=[O:9])[NH:7][NH2:8])([CH3:4])([CH3:3])[CH3:2].C(Cl)Cl.C(=O)([O-])[O-].[K+].[K+].[CH3:19][C:20]1[C:28]([CH3:29])=[CH:27][CH:26]=[CH:25][C:21]=1[C:22](Cl)=[O:23], predict the reaction product. The product is: [CH3:19][C:20]1[C:28]([CH3:29])=[CH:27][CH:26]=[CH:25][C:21]=1[C:22]([NH:8][NH:7][C:6]([O:5][C:1]([CH3:4])([CH3:3])[CH3:2])=[O:9])=[O:23]. (4) Given the reactants Cl[C:2]1[CH:7]=[CH:6][N:5]=[C:4]2[CH:8]=[C:9]([C:11]([N:13]3[CH2:17][CH2:16][CH:15]([OH:18])[CH2:14]3)=[O:12])[S:10][C:3]=12.[Cl:19][C:20]1[CH:25]=[C:24]([OH:26])[CH:23]=[CH:22][C:21]=1[CH2:27][C:28]([NH:30][CH3:31])=[O:29], predict the reaction product. The product is: [Cl:19][C:20]1[CH:25]=[C:24]([O:26][C:2]2[CH:7]=[CH:6][N:5]=[C:4]3[CH:8]=[C:9]([C:11]([N:13]4[CH2:17][CH2:16][C@@H:15]([OH:18])[CH2:14]4)=[O:12])[S:10][C:3]=23)[CH:23]=[CH:22][C:21]=1[CH2:27][C:28]([NH:30][CH3:31])=[O:29].